Dataset: Reaction yield outcomes from USPTO patents with 853,638 reactions. Task: Predict the reaction yield, written as a fraction of the theoretical maximum amount of product (1.0 means a 100% yield; for example, 0.34 means a 34% yield). (1) The reactants are O[CH:2]([C:13]1[CH:18]=[CH:17][C:16]([O:19][CH3:20])=[CH:15][CH:14]=1)[C:3]([C:5]1[CH:10]=[CH:9][C:8]([O:11][CH3:12])=[CH:7][CH:6]=1)=O.[CH3:21][NH:22][C:23]([NH:25][CH3:26])=[O:24]. The catalyst is C(O)CO.O. The product is [CH3:12][O:11][C:8]1[CH:9]=[CH:10][C:5]([C:3]2[N:22]([CH3:21])[C:23](=[O:24])[N:25]([CH3:26])[C:2]=2[C:13]2[CH:18]=[CH:17][C:16]([O:19][CH3:20])=[CH:15][CH:14]=2)=[CH:6][CH:7]=1. The yield is 0.670. (2) The reactants are C([O:3][C:4]([C:6]1([NH:15][C:16]([C:18]2[CH:23]=[CH:22][N:21]=[CH:20][C:19]=2[N:24]([CH:26]([CH3:28])[CH3:27])[CH3:25])=[O:17])[CH2:14][C:13]2[C:8](=[CH:9][CH:10]=[CH:11][CH:12]=2)[CH2:7]1)=[O:5])C.O1CCOCC1.CO. The yield is 0.880. The catalyst is O. The product is [CH:26]([N:24]([CH3:25])[C:19]1[CH:20]=[N:21][CH:22]=[CH:23][C:18]=1[C:16]([NH:15][C:6]1([C:4]([OH:5])=[O:3])[CH2:7][C:8]2[C:13](=[CH:12][CH:11]=[CH:10][CH:9]=2)[CH2:14]1)=[O:17])([CH3:28])[CH3:27]. (3) The reactants are [F-].C([N+](CCCC)(CCCC)CCCC)CCC.[Si]([O:26][C:27]1[C:36]2[C:31](=[CH:32][CH:33]=[CH:34][CH:35]=2)[C:30]([CH2:37][CH2:38][CH2:39][CH2:40][NH:41][C:42](=[O:51])[O:43][CH2:44][C:45]2[CH:50]=[CH:49][CH:48]=[CH:47][CH:46]=2)=[CH:29][CH:28]=1)(C(C)(C)C)(C)C. The catalyst is C1COCC1. The product is [OH:26][C:27]1[C:36]2[C:31](=[CH:32][CH:33]=[CH:34][CH:35]=2)[C:30]([CH2:37][CH2:38][CH2:39][CH2:40][NH:41][C:42](=[O:51])[O:43][CH2:44][C:45]2[CH:50]=[CH:49][CH:48]=[CH:47][CH:46]=2)=[CH:29][CH:28]=1. The yield is 0.990. (4) The reactants are [NH2:1][C:2]1[CH:3]=[CH:4][N:5]([CH3:27])[C:6]2[C:7]=1[CH:8]=[CH:9][C:10]1[N:19]([C:20]3[CH:25]=[CH:24][C:23]([F:26])=[CH:22][CH:21]=3)[CH2:18][CH:17]=[C:12]3[NH:13][C:14](=[O:16])[C:15]=2[C:11]=13.C(N(CC)C(C)C)(C)C.[N:37]([C:40]1[CH:45]=[CH:44][CH:43]=[C:42]([O:46][C:47]2[CH:52]=[CH:51][CH:50]=[CH:49][CH:48]=2)[CH:41]=1)=[C:38]=[O:39]. The catalyst is CN(C)C(=O)C. The product is [F:26][C:23]1[CH:22]=[CH:21][C:20]([N:19]2[C:10]3=[C:11]4[C:15](=[C:6]5[N:5]([CH3:27])[CH:4]=[CH:3][C:2]([NH:1][C:38]([NH:37][C:40]6[CH:45]=[CH:44][CH:43]=[C:42]([O:46][C:47]7[CH:52]=[CH:51][CH:50]=[CH:49][CH:48]=7)[CH:41]=6)=[O:39])=[C:7]5[CH:8]=[CH:9]3)[C:14](=[O:16])[NH:13][C:12]4=[CH:17][CH2:18]2)=[CH:25][CH:24]=1. The yield is 0.280. (5) The yield is 0.500. The product is [C:33]1([CH:32]([C:2]2[CH:10]=[C:9]3[C:5]([C:6]([CH:19]=[CH:20][C:21]4[CH:26]=[CH:25][CH:24]=[CH:23][CH:22]=4)=[N:7][N:8]3[CH2:11][O:12][CH2:13][CH2:14][Si:15]([CH3:18])([CH3:17])[CH3:16])=[CH:4][CH:3]=2)[OH:39])[CH:38]=[CH:37][CH:36]=[CH:35][CH:34]=1. The reactants are I[C:2]1[CH:10]=[C:9]2[C:5]([C:6]([CH:19]=[CH:20][C:21]3[CH:26]=[CH:25][CH:24]=[CH:23][CH:22]=3)=[N:7][N:8]2[CH2:11][O:12][CH2:13][CH2:14][Si:15]([CH3:18])([CH3:17])[CH3:16])=[CH:4][CH:3]=1.[Li]CCCC.[CH:32](=[O:39])[C:33]1[CH:38]=[CH:37][CH:36]=[CH:35][CH:34]=1. The catalyst is C1COCC1. (6) The catalyst is ClCCl. The reactants are [Cl:1][C:2]1[CH:7]=[CH:6][C:5]([Cl:8])=[CH:4][C:3]=1[S:9](Cl)(=[O:11])=[O:10].[N:13]1C=CC=CC=1.N[C:20]1[CH:29]=[CH:28][C:23]2[N:24]=[C:25]([CH3:27])[O:26][C:22]=2[CH:21]=1.C([O-])(O)=O.[Na+]. The product is [Cl:1][C:2]1[C:7]([C:20]2[CH:29]=[CH:28][C:23]3[N:24]=[C:25]([CH3:27])[O:26][C:22]=3[CH:21]=2)=[CH:6][C:5]([Cl:8])=[CH:4][C:3]=1[S:9]([NH2:13])(=[O:11])=[O:10]. The yield is 0.640. (7) The reactants are [F:1][C:2]1[CH:7]=[CH:6][C:5]([C@:8]2([CH2:32][C:33]([CH3:37])([CH3:36])[C:34]#[N:35])[O:13][C:12](=[O:14])[N:11]([C@H:15]([C:17]3[CH:22]=[CH:21][C:20](B4OC(C)(C)C(C)(C)O4)=[CH:19][CH:18]=3)[CH3:16])[CH2:10][CH2:9]2)=[CH:4][CH:3]=1.I[C:39]1[CH:44]=[CH:43][N:42]([CH3:45])[C:41](=[O:46])[CH:40]=1.C([O-])([O-])=O.[Cs+].[Cs+]. The catalyst is O1CCOCC1.Cl[Pd](Cl)([P](C1C=CC=CC=1)(C1C=CC=CC=1)C1C=CC=CC=1)[P](C1C=CC=CC=1)(C1C=CC=CC=1)C1C=CC=CC=1. The product is [F:1][C:2]1[CH:3]=[CH:4][C:5]([C@:8]2([CH2:32][C:33]([CH3:37])([CH3:36])[C:34]#[N:35])[O:13][C:12](=[O:14])[N:11]([C@H:15]([C:17]3[CH:22]=[CH:21][C:20]([C:39]4[CH:44]=[CH:43][N:42]([CH3:45])[C:41](=[O:46])[CH:40]=4)=[CH:19][CH:18]=3)[CH3:16])[CH2:10][CH2:9]2)=[CH:6][CH:7]=1. The yield is 0.660.